From a dataset of Full USPTO retrosynthesis dataset with 1.9M reactions from patents (1976-2016). Predict the reactants needed to synthesize the given product. (1) Given the product [CH:3]1[C:15]2[CH:14]([C:16]3[S:31][C:19]4[N:20]([CH2:27][CH:28]([CH3:30])[CH3:29])[C:21](=[O:26])[N:22]([CH3:25])[C:23](=[O:24])[C:18]=4[C:17]=3[S:32]([C:33]3[NH:37][N:36]=[CH:35][N:34]=3)(=[O:50])=[O:47])[C:13]3[C:8](=[CH:9][CH:10]=[CH:11][CH:12]=3)[C:7]=2[CH:6]=[CH:5][CH:4]=1, predict the reactants needed to synthesize it. The reactants are: OO.[CH:3]1[C:15]2[CH:14]([C:16]3[S:31][C:19]4[N:20]([CH2:27][CH:28]([CH3:30])[CH3:29])[C:21](=[O:26])[N:22]([CH3:25])[C:23](=[O:24])[C:18]=4[C:17]=3[S:32][C:33]3[N:37](CC4C=CC(OC)=CC=4)[N:36]=[CH:35][N:34]=3)[C:13]3[C:8](=[CH:9][CH:10]=[CH:11][CH:12]=3)[C:7]=2[CH:6]=[CH:5][CH:4]=1.[OH-:47].[Na+].Cl.[OH2:50]. (2) Given the product [Cl:1][C:2]1[N:3]=[CH:4][CH:5]=[C:6]2[CH:12]=[CH:11][NH:8][C:7]=12, predict the reactants needed to synthesize it. The reactants are: [Cl:1][C:2]1[C:7]([N+:8]([O-])=O)=[CH:6][CH:5]=[CH:4][N:3]=1.[CH:11]([Mg]Br)=[CH2:12].[NH4+].[Cl-].O. (3) Given the product [Cl:13][C:14]1[CH:19]=[C:18]([N+:20]([O-:22])=[O:21])[CH:17]=[CH:16][C:15]=1[O:10][C:9]1[C:4]2[N:3]=[CH:2][O:1][C:5]=2[CH:6]=[CH:7][CH:8]=1, predict the reactants needed to synthesize it. The reactants are: [O:1]1[C:5]2=[CH:6][CH:7]=[CH:8][C:9]([OH:10])=[C:4]2[N:3]=[CH:2]1.[H-].[Na+].[Cl:13][C:14]1[CH:19]=[C:18]([N+:20]([O-:22])=[O:21])[CH:17]=[CH:16][C:15]=1F.C(=O)([O-])O.[Na+]. (4) Given the product [CH2:1]([O:3][C:4]([C:6]1([C:9]2[CH:10]=[CH:11][C:12]([C:15]3[CH:20]=[CH:19][C:18]([C:21]4[S:22][C:23]([Cl:29])=[CH:24][C:25]=4[NH:32][C:37]([O:69][C@@H:67]([C:61]4[CH:62]=[CH:63][C:64]([F:66])=[CH:65][C:60]=4[F:59])[CH3:68])=[O:41])=[CH:17][C:16]=3[O:30][CH3:31])=[CH:13][CH:14]=2)[CH2:8][CH2:7]1)=[O:5])[CH3:2], predict the reactants needed to synthesize it. The reactants are: [CH2:1]([O:3][C:4]([C:6]1([C:9]2[CH:14]=[CH:13][C:12]([C:15]3[CH:20]=[CH:19][C:18]([C:21]4[S:22][C:23]([Cl:29])=[CH:24][C:25]=4C(=O)N)=[CH:17][C:16]=3[O:30][CH3:31])=[CH:11][CH:10]=2)[CH2:8][CH2:7]1)=[O:5])[CH3:2].[N:32]1[CH:37]=CC=CC=1.FC(F)(F)C(OI(C1C=CC=CC=1)OC(=O)C(F)(F)F)=[O:41].[F:59][C:60]1[CH:65]=[C:64]([F:66])[CH:63]=[CH:62][C:61]=1[C@H:67]([OH:69])[CH3:68]. (5) Given the product [F:1][C:2]1[CH:3]=[CH:4][C:5]([C:8]2[C:16]3[C:11](=[CH:12][C:13]([C:17]([O:19][CH3:20])=[O:18])=[CH:14][CH:15]=3)[N:10]([CH3:23])[CH:9]=2)=[CH:6][CH:7]=1, predict the reactants needed to synthesize it. The reactants are: [F:1][C:2]1[CH:7]=[CH:6][C:5]([C:8]2[C:16]3[C:11](=[CH:12][C:13]([C:17]([O:19][CH3:20])=[O:18])=[CH:14][CH:15]=3)[NH:10][CH:9]=2)=[CH:4][CH:3]=1.[H-].[Na+].[CH3:23]I. (6) Given the product [ClH:54].[ClH:54].[OH:1][C@H:2]1[CH2:6][NH:5][C@H:4]([C:14]([NH:16][CH2:17][CH2:18][N:19]2[C:27]3[C:26]([NH:28][C:29]4[CH:34]=[CH:33][C:32]([O:35][C:36]5[CH:41]=[CH:40][CH:39]=[C:38]([C:42]([F:43])([F:44])[F:45])[CH:37]=5)=[C:31]([CH3:46])[CH:30]=4)=[N:25][CH:24]=[N:23][C:22]=3[CH:21]=[CH:20]2)=[O:15])[CH2:3]1, predict the reactants needed to synthesize it. The reactants are: [OH:1][C@H:2]1[CH2:6][N:5](C(OC(C)(C)C)=O)[C@H:4]([C:14]([NH:16][CH2:17][CH2:18][N:19]2[C:27]3[C:26]([NH:28][C:29]4[CH:34]=[CH:33][C:32]([O:35][C:36]5[CH:41]=[CH:40][CH:39]=[C:38]([C:42]([F:45])([F:44])[F:43])[CH:37]=5)=[C:31]([CH3:46])[CH:30]=4)=[N:25][CH:24]=[N:23][C:22]=3[CH:21]=[CH:20]2)=[O:15])[CH2:3]1.FC(F)(F)C(O)=O.[Cl:54]CCl. (7) Given the product [CH3:1][C:2]1[N:3]=[CH:4][N:5]([C:7]2[CH:12]=[CH:11][C:10]([NH2:13])=[CH:9][CH:8]=2)[CH:6]=1, predict the reactants needed to synthesize it. The reactants are: [CH3:1][C:2]1[N:3]=[CH:4][N:5]([C:7]2[CH:12]=[CH:11][C:10]([N+:13]([O-])=O)=[CH:9][CH:8]=2)[CH:6]=1.C(OCC)(=O)C. (8) Given the product [F:17][CH2:18][CH2:19][N:3]1[CH2:8][CH2:7][CH2:6][CH:5]([NH:9][C:10](=[O:16])[O:11][C:12]([CH3:13])([CH3:15])[CH3:14])[CH2:4]1, predict the reactants needed to synthesize it. The reactants are: N#N.[NH:3]1[CH2:8][CH2:7][CH2:6][CH:5]([NH:9][C:10](=[O:16])[O:11][C:12]([CH3:15])([CH3:14])[CH3:13])[CH2:4]1.[F:17][CH2:18][CH2:19]I.C(=O)([O-])[O-].[K+].[K+]. (9) The reactants are: [C:1]([CH:4]([CH2:9][C:10]([O:12][CH3:13])=[O:11])[C:5]([O:7]C)=O)(=O)[CH3:2].[NH2:14][C:15]1[CH:19]=[CH:18][NH:17][N:16]=1. Given the product [OH:7][C:5]1[N:16]2[N:17]=[CH:18][CH:19]=[C:15]2[N:14]=[C:1]([CH3:2])[C:4]=1[CH2:9][C:10]([O:12][CH3:13])=[O:11], predict the reactants needed to synthesize it. (10) Given the product [CH2:43]([O:42][C:40](=[O:41])[CH2:39][O:20][C@H:17]1[CH2:18][CH2:19][C@H:14]([N:8]2[C:7](=[O:21])[C:6]([CH2:22][C:23]3[CH:24]=[CH:25][C:26]([C:29]4[CH:34]=[CH:33][CH:32]=[CH:31][C:30]=4[C:35]#[N:36])=[CH:27][CH:28]=3)=[C:5]([CH2:1][CH2:2][CH2:3][CH3:4])[N:10]3[N:11]=[CH:12][CH:13]=[C:9]23)[CH2:15][CH2:16]1)[CH3:44], predict the reactants needed to synthesize it. The reactants are: [CH2:1]([C:5]1[N:10]2[N:11]=[CH:12][CH:13]=[C:9]2[N:8]([C@H:14]2[CH2:19][CH2:18][C@H:17]([OH:20])[CH2:16][CH2:15]2)[C:7](=[O:21])[C:6]=1[CH2:22][C:23]1[CH:28]=[CH:27][C:26]([C:29]2[C:30]([C:35]#[N:36])=[CH:31][CH:32]=[CH:33][CH:34]=2)=[CH:25][CH:24]=1)[CH2:2][CH2:3][CH3:4].[N+](=[CH:39][C:40]([O:42][CH2:43][CH3:44])=[O:41])=[N-].C(OCC)(=O)C.O.